This data is from Full USPTO retrosynthesis dataset with 1.9M reactions from patents (1976-2016). The task is: Predict the reactants needed to synthesize the given product. (1) The reactants are: C(OC([O-])=O)(O[C:4]([O:6][C:7]([CH3:10])([CH3:9])[CH3:8])=[O:5])=O.C(N(C(C)C)CC)(C)C.CNC1(NC)C=CN=CC1.[CH3:34][C:35]1[C:36]([C:47]([F:50])([F:49])[F:48])=[CH:37][C:38]2[NH:39][CH2:40][CH2:41][CH2:42][C:43](=[O:46])[C:44]=2[N:45]=1. Given the product [C:7]([O:6][C:4]([N:39]1[CH2:40][CH2:41][CH2:42][C:43](=[O:46])[C:44]2[N:45]=[C:35]([CH3:34])[C:36]([C:47]([F:48])([F:49])[F:50])=[CH:37][C:38]1=2)=[O:5])([CH3:8])([CH3:9])[CH3:10], predict the reactants needed to synthesize it. (2) The reactants are: Cl.[C:2]1([C:8]2[CH2:9][CH2:10][NH:11][CH2:12][CH:13]=2)[CH:7]=[CH:6][CH:5]=[CH:4][CH:3]=1.Br[CH2:15][CH2:16][CH2:17][C:18]#[N:19].C(N(C(C)C)CC)(C)C. Given the product [C:2]1([C:8]2[CH2:13][CH2:12][N:11]([CH2:15][CH2:16][CH2:17][C:18]#[N:19])[CH2:10][CH:9]=2)[CH:7]=[CH:6][CH:5]=[CH:4][CH:3]=1, predict the reactants needed to synthesize it. (3) Given the product [CH2:16]([C:18]1[CH:23]=[C:22]([CH:24]=[CH:8][C:7](=[O:9])[C:5]2[S:6][C:2]([CH3:1])=[C:3]3[CH2:13][C:12]([CH3:15])([CH3:14])[CH2:11][CH2:10][C:4]=23)[CH:21]=[C:20]([CH3:26])[C:19]=1[CH:27]=[CH:28][C:29]([OH:31])=[O:30])[CH3:17], predict the reactants needed to synthesize it. The reactants are: [CH3:1][C:2]1[S:6][C:5]([C:7](=[O:9])[CH3:8])=[C:4]2[CH2:10][CH2:11][C:12]([CH3:15])([CH3:14])[CH2:13][C:3]=12.[CH2:16]([C:18]1[CH:23]=[C:22]([CH:24]=O)[CH:21]=[C:20]([CH3:26])[C:19]=1[CH:27]=[CH:28][C:29]([OH:31])=[O:30])[CH3:17].Cl. (4) The reactants are: C([O:5][C:6](=O)[NH:7][CH:8]1[CH2:13][CH2:12][N:11]([CH2:14][CH2:15][C:16]2[CH:21]=[CH:20][C:19]([O:22][C:23]3[S:24][C:25]4[CH:31]=[CH:30][CH:29]=[CH:28][C:26]=4[N:27]=3)=[CH:18][CH:17]=2)[CH2:10][CH2:9]1)(C)(C)C.[N:33]1C=CC=CC=1.C(N(CC)CC)C.C(Cl)[Cl:47]. Given the product [ClH:47].[S:24]1[C:25]2[CH:31]=[CH:30][CH:29]=[CH:28][C:26]=2[N:27]=[C:23]1[O:22][C:19]1[CH:18]=[CH:17][C:16]([CH2:15][CH2:14][N:11]2[CH2:10][CH2:9][CH:8]([NH2:7])[CH2:13][CH2:12]2)=[CH:21][CH:20]=1.[S:24]1[C:25]2[CH:31]=[CH:30][CH:29]=[CH:28][C:26]=2[N:27]=[C:23]1[O:22][C:19]1[CH:18]=[CH:17][C:16]([CH2:15][CH2:14][N:11]2[CH2:12][CH2:13][CH:8]([NH:7][C:6]([NH2:33])=[O:5])[CH2:9][CH2:10]2)=[CH:21][CH:20]=1, predict the reactants needed to synthesize it. (5) Given the product [F:37][C:34]1[C:35]2[CH:36]=[C:28]3[C:27]4[N:40]=[C:23]([C:14]5[C:15]([N:17]([CH3:22])[S:18]([CH3:21])(=[O:19])=[O:20])=[CH:16][C:6]6[O:5][C:4](/[C:1](=[N:44]/[O:43][CH3:42])/[CH3:2])=[C:8]([C:9]([NH:11][CH3:12])=[O:10])[C:7]=6[CH:13]=5)[CH:24]=[CH:25][C:26]=4[O:39][CH2:38][N:29]3[C:30]=2[CH:31]=[CH:32][CH:33]=1, predict the reactants needed to synthesize it. The reactants are: [C:1]([C:4]1[O:5][C:6]2[CH:16]=[C:15]([N:17]([CH3:22])[S:18]([CH3:21])(=[O:20])=[O:19])[C:14]([C:23]3[CH:24]=[CH:25][C:26]4[O:39][CH2:38][N:29]5[C:30]6[CH:31]=[CH:32][CH:33]=[C:34]([F:37])[C:35]=6[CH:36]=[C:28]5[C:27]=4[N:40]=3)=[CH:13][C:7]=2[C:8]=1[C:9]([NH:11][CH3:12])=[O:10])(=O)[CH3:2].Cl.[CH3:42][O:43][NH2:44]. (6) Given the product [CH3:1][N:2]1[CH2:3][CH2:4][N:5]([C:8]([C:10](=[CH:13][C:14]2[CH:15]=[CH:16][C:17]([NH:20][C:21]3[N:22]=[C:23]4[C:29]([C:30](=[O:35])[C:31]([CH3:33])([CH3:32])[CH3:34])=[CH:28][NH:27][C:24]4=[N:25][CH:26]=3)=[CH:18][CH:19]=2)[C:11]#[N:12])=[O:9])[CH2:6][CH2:7]1, predict the reactants needed to synthesize it. The reactants are: [CH3:1][N:2]1[CH2:7][CH2:6][N:5]([C:8]([C:10](=[CH:13][C:14]2[CH:19]=[CH:18][C:17]([NH:20][C:21]3[N:22]=[C:23]4[C:29]([C:30](=[O:35])[C:31]([CH3:34])([CH3:33])[CH3:32])=[CH:28][N:27](COCC[Si](C)(C)C)[C:24]4=[N:25][CH:26]=3)=[CH:16][CH:15]=2)[C:11]#[N:12])=[O:9])[CH2:4][CH2:3]1.C(O)(C(F)(F)F)=O. (7) Given the product [O:35]=[C:15]1[CH2:14][C:22]2[C:17](=[CH:18][C:19]([C:23]([C:25]3[CH:26]=[C:27]([NH:31][C:9]([C:3]4[N:4]([CH3:8])[N:5]=[C:6]([CH3:7])[C:2]=4[Cl:1])=[O:10])[CH:28]=[CH:29][CH:30]=3)=[O:24])=[CH:20][CH:21]=2)[NH:16]1, predict the reactants needed to synthesize it. The reactants are: [Cl:1][C:2]1[C:6]([CH3:7])=[N:5][N:4]([CH3:8])[C:3]=1[C:9](Cl)=[O:10].OC=[C:14]1[C:22]2[C:17](=[CH:18][C:19]([C:23]([C:25]3[CH:26]=[C:27]([NH:31]C(=O)C)[CH:28]=[CH:29][CH:30]=3)=[O:24])=[CH:20][CH:21]=2)[NH:16][C:15]1=[O:35].